Dataset: Peptide-MHC class I binding affinity with 185,985 pairs from IEDB/IMGT. Task: Regression. Given a peptide amino acid sequence and an MHC pseudo amino acid sequence, predict their binding affinity value. This is MHC class I binding data. The peptide sequence is KLQPSDTLL. The MHC is HLA-A25:01 with pseudo-sequence HLA-A25:01. The binding affinity (normalized) is 0.0847.